This data is from Reaction yield outcomes from USPTO patents with 853,638 reactions. The task is: Predict the reaction yield, written as a fraction of the theoretical maximum amount of product (1.0 means a 100% yield; for example, 0.34 means a 34% yield). (1) The yield is 0.630. The reactants are [C:1]1([C:7]2[CH:15]=[C:14]3[C:10]([CH2:11][C:12](=[O:16])[NH:13]3)=[CH:9][CH:8]=2)[CH:6]=[CH:5][CH:4]=[CH:3][CH:2]=1.[CH2:17]([N:19]([CH2:33][CH3:34])[CH2:20][CH2:21][N:22]([CH3:32])[C:23]([C:25]1[NH:26][C:27]([CH:30]=O)=[CH:28][CH:29]=1)=[O:24])[CH3:18]. No catalyst specified. The product is [CH2:33]([N:19]([CH2:17][CH3:18])[CH2:20][CH2:21][N:22]([CH3:32])[C:23]([C:25]1[NH:26][C:27]([CH:30]=[C:11]2[C:10]3[C:14](=[CH:15][C:7]([C:1]4[CH:2]=[CH:3][CH:4]=[CH:5][CH:6]=4)=[CH:8][CH:9]=3)[NH:13][C:12]2=[O:16])=[CH:28][CH:29]=1)=[O:24])[CH3:34]. (2) The reactants are [CH2:1]([O:3][C:4](=[O:13])[C:5]1[CH:10]=[CH:9][C:8](N)=[C:7]([F:12])[CH:6]=1)[CH3:2].C(#N)C.[ClH:17].N([O-])=O.[Na+].[S:22](=[O:24])=[O:23]. The catalyst is CC(O)=O.O.O.[Cu](Cl)Cl.O. The product is [Cl:17][S:22]([C:8]1[CH:9]=[CH:10][C:5]([C:4]([O:3][CH2:1][CH3:2])=[O:13])=[CH:6][C:7]=1[F:12])(=[O:24])=[O:23]. The yield is 0.740. (3) The reactants are [CH2:1]([OH:9])[CH:2]([OH:8])[CH2:3][CH2:4][CH2:5][CH2:6][OH:7].[C:10]1(C)[CH:15]=CC(S(O)(=O)=O)=C[CH:11]=1. The catalyst is CC(C)=O. The product is [CH3:11][C:10]1([CH3:15])[O:8][CH:2]([CH2:3][CH2:4][CH2:5][CH2:6][OH:7])[CH2:1][O:9]1. The yield is 0.520. (4) The reactants are [C:1]1([C:7]2[C:16]3[C:11](=[CH:12][CH:13]=[C:14]([C:17]([F:20])([F:19])[F:18])[CH:15]=3)[NH:10][C:9](=O)[C:8]=2[C:22]2[NH:26][N:25]=[N:24][N:23]=2)[CH:6]=[CH:5][CH:4]=[CH:3][CH:2]=1.P(Cl)(Cl)([Cl:29])=O.C(N(CC)C(C)C)(C)C. The catalyst is C1(C)C=CC=CC=1. The product is [Cl:29][C:9]1[C:8]([C:22]2[NH:26][N:25]=[N:24][N:23]=2)=[C:7]([C:1]2[CH:2]=[CH:3][CH:4]=[CH:5][CH:6]=2)[C:16]2[C:11](=[CH:12][CH:13]=[C:14]([C:17]([F:19])([F:18])[F:20])[CH:15]=2)[N:10]=1. The yield is 0.640. (5) The product is [Br:8][C:7]1[C:2]([NH2:1])=[N:3][C:4]([NH:21][C@H:12]2[C:13]3[C:18](=[CH:17][CH:16]=[C:15]([CH3:20])[CH:14]=3)[CH2:19][C@@H:11]2[CH3:10])=[N:5][CH:6]=1. The catalyst is CN(C)C(=O)C. The yield is 0.370. The reactants are [NH2:1][C:2]1[C:7]([Br:8])=[CH:6][N:5]=[C:4](Cl)[N:3]=1.[CH3:10][C@H:11]1[CH2:19][C:18]2[C:13](=[CH:14][C:15]([CH3:20])=[CH:16][CH:17]=2)[C@@H:12]1[NH2:21].C(=O)([O-])[O-].[K+].[K+]. (6) The reactants are C(N[CH2:9][CH2:10][CH2:11][CH2:12][CH2:13][C:14]([OH:16])=[O:15])(OC(C)(C)C)=O.[CH2:17](O)[CH2:18][OH:19]. The catalyst is C(Cl)Cl. The product is [C:14]([O:16][CH2:17][CH2:18][OH:19])(=[O:15])[CH2:13][CH2:12][CH2:11][CH2:10][CH3:9]. The yield is 0.870. (7) The reactants are C[O:2][C:3](=[O:17])[C:4]1[CH:9]=[C:8]([F:10])[CH:7]=[CH:6][C:5]=1[C:11]1[N:16]=[CH:15][CH:14]=[CH:13][N:12]=1.[OH-].[Na+]. The catalyst is O. The product is [F:10][C:8]1[CH:7]=[CH:6][C:5]([C:11]2[N:12]=[CH:13][CH:14]=[CH:15][N:16]=2)=[C:4]([CH:9]=1)[C:3]([OH:17])=[O:2]. The yield is 0.830. (8) The reactants are Br[C:2]1[CH:3]=[C:4]([NH:24][CH:25]([CH3:27])[CH3:26])[C:5]([CH3:23])=[C:6]([CH:22]=1)[C:7]([NH:9][CH2:10][C:11]1[C:12](=[O:21])[NH:13][C:14]([CH3:20])=[CH:15][C:16]=1[CH2:17]CC)=[O:8].CC1(C)C(C)(C)OB([C:36]2[CH:37]=[CH:38][C:39]([NH2:42])=[N:40][CH:41]=2)O1.CN1CCN(C2C=CC(B3OC(C)(C)C(C)(C)O3)=CN=2)CC1. No catalyst specified. The product is [NH2:42][C:39]1[N:40]=[CH:41][C:36]([C:2]2[CH:3]=[C:4]([NH:24][CH:25]([CH3:26])[CH3:27])[C:5]([CH3:23])=[C:6]([CH:22]=2)[C:7]([NH:9][CH2:10][C:11]2[C:12](=[O:21])[NH:13][C:14]([CH3:20])=[CH:15][C:16]=2[CH3:17])=[O:8])=[CH:37][CH:38]=1. The yield is 0.255.